Dataset: Reaction yield outcomes from USPTO patents with 853,638 reactions. Task: Predict the reaction yield, written as a fraction of the theoretical maximum amount of product (1.0 means a 100% yield; for example, 0.34 means a 34% yield). (1) The yield is 0.970. The reactants are [N+:1]([C:4]1[CH:5]=[CH:6][C:7]([N:10]2[CH2:14][CH2:13][CH2:12][CH2:11]2)=[N:8][CH:9]=1)([O-])=O.CN(C=O)C.O. The product is [N:10]1([C:7]2[N:8]=[CH:9][C:4]([NH2:1])=[CH:5][CH:6]=2)[CH2:14][CH2:13][CH2:12][CH2:11]1. The catalyst is C1COCC1.[Ni]. (2) The reactants are [Cl:1][C:2]1[CH:3]=[CH:4][N:5]2[C:10]=1[C:9](=[O:11])[N:8]([C:12]1[CH:17]=[CH:16][CH:15]=[CH:14][N:13]=1)[C:7]([C@@H:18]1[CH2:22][CH2:21][CH2:20][N:19]1[C:23]1[C:24]3[C:31]([C:32]#[N:33])=[CH:30][N:29](COCC[Si](C)(C)C)[C:25]=3[N:26]=[CH:27][N:28]=1)=[N:6]2. The catalyst is C(C(O)=O)(F)(F)F. The product is [Cl:1][C:2]1[CH:3]=[CH:4][N:5]2[C:10]=1[C:9](=[O:11])[N:8]([C:12]1[CH:17]=[CH:16][CH:15]=[CH:14][N:13]=1)[C:7]([C@@H:18]1[CH2:22][CH2:21][CH2:20][N:19]1[C:23]1[C:24]3[C:31]([C:32]#[N:33])=[CH:30][NH:29][C:25]=3[N:26]=[CH:27][N:28]=1)=[N:6]2. The yield is 0.510. (3) The reactants are [CH:1]1([C:4]2[CH:5]=[CH:6][C:7]([C:15]([OH:17])=O)=[N:8][C:9]=2[O:10][CH2:11][CH:12]2[CH2:14][CH2:13]2)[CH2:3][CH2:2]1.[NH2:18][CH:19]([CH:24]1[CH2:28][CH2:27][O:26][CH2:25]1)[CH2:20][C:21]([NH2:23])=[O:22].CN(C(ON1N=NC2C=CC=CC1=2)=[N+](C)C)C.[B-](F)(F)(F)F.CCN(C(C)C)C(C)C. No catalyst specified. The product is [NH2:23][C:21](=[O:22])[CH2:20][CH:19]([NH:18][C:15]([C:7]1[CH:6]=[CH:5][C:4]([CH:1]2[CH2:2][CH2:3]2)=[C:9]([O:10][CH2:11][CH:12]2[CH2:13][CH2:14]2)[N:8]=1)=[O:17])[CH:24]1[CH2:28][CH2:27][O:26][CH2:25]1. The yield is 0.200. (4) The reactants are O=[C:2]([CH2:8][C:9](=[O:12])[CH2:10][CH3:11])[C:3]([O:5][CH2:6][CH3:7])=[O:4].Cl.[NH2:14]O. The catalyst is CCO. The product is [CH2:10]([C:9]1[O:12][N:14]=[C:2]([C:3]([O:5][CH2:6][CH3:7])=[O:4])[CH:8]=1)[CH3:11]. The yield is 0.810.